Dataset: Forward reaction prediction with 1.9M reactions from USPTO patents (1976-2016). Task: Predict the product of the given reaction. (1) Given the reactants [NH2:1][C:2]1[CH:6]=[CH:5][S:4][C:3]=1[C:7]([O:9]C)=[O:8].[OH-].[Na+].Cl.C(=O)(O)[O-].[Na+].[CH2:19]([N:26]=[C:27]=[O:28])[C:20]1[CH:25]=[CH:24][CH:23]=[CH:22][CH:21]=1, predict the reaction product. The product is: [CH2:19]([NH:26][C:27](=[O:28])[NH:1][C:2]1[CH:6]=[CH:5][S:4][C:3]=1[C:7]([OH:9])=[O:8])[C:20]1[CH:25]=[CH:24][CH:23]=[CH:22][CH:21]=1. (2) Given the reactants [C:1]1([CH3:11])[CH:6]=[CH:5][CH:4]=[C:3]([CH2:7][C:8]([OH:10])=O)[CH:2]=1.C(Cl)(=O)C(Cl)=O.[NH2:18][C:19](=[N:25]O)[C:20]([O:22][CH2:23][CH3:24])=[O:21].C(N(CC)C(C)C)(C)C, predict the reaction product. The product is: [CH3:11][C:1]1[CH:2]=[C:3]([CH:4]=[CH:5][CH:6]=1)[CH2:7][C:8]1[O:10][N:25]=[C:19]([C:20]([O:22][CH2:23][CH3:24])=[O:21])[N:18]=1. (3) Given the reactants Cl.[CH3:2][NH:3][O:4][CH3:5].N1C=CC=CC=1.[F:12][C:13]([F:24])([F:23])[C:14]1[CH:22]=[CH:21][C:17]([C:18](Cl)=[O:19])=[CH:16][N:15]=1, predict the reaction product. The product is: [CH3:5][O:4][N:3]([CH3:2])[C:18](=[O:19])[C:17]1[CH:21]=[CH:22][C:14]([C:13]([F:24])([F:23])[F:12])=[N:15][CH:16]=1. (4) Given the reactants [N:1]1([CH2:7][C:8]2[CH:13]=[CH:12][C:11]([C:14]3[CH:19]=[CH:18][C:17]([CH2:20][CH2:21][C:22]([C:24]4[O:25][C:26]([C:29]5[N:34]=[C:33]([C:35]([O:37]C)=[O:36])[CH:32]=[CH:31][CH:30]=5)=[CH:27][N:28]=4)=[O:23])=[CH:16][CH:15]=3)=[CH:10][CH:9]=2)[CH2:6][CH2:5][CH2:4][CH2:3][CH2:2]1.[Li+].[OH-].Cl, predict the reaction product. The product is: [N:1]1([CH2:7][C:8]2[CH:9]=[CH:10][C:11]([C:14]3[CH:15]=[CH:16][C:17]([CH2:20][CH2:21][C:22]([C:24]4[O:25][C:26]([C:29]5[N:34]=[C:33]([C:35]([OH:37])=[O:36])[CH:32]=[CH:31][CH:30]=5)=[CH:27][N:28]=4)=[O:23])=[CH:18][CH:19]=3)=[CH:12][CH:13]=2)[CH2:2][CH2:3][CH2:4][CH2:5][CH2:6]1. (5) Given the reactants [Si:1]([O:8][CH2:9][C@@H:10]1[C@@H:17]2[C@@H:13]([O:14][C:15](=[O:18])[CH2:16]2)[CH2:12][C@H:11]1[O:19][CH:20]1[CH2:25][CH2:24][CH2:23][CH2:22][O:21]1)([C:4]([CH3:7])([CH3:6])[CH3:5])([CH3:3])[CH3:2].[H-].C([Al+]CC(C)C)C(C)C.CO.C(C(C(C([O-])=O)O)O)([O-])=O.[Na+].[K+], predict the reaction product. The product is: [Si:1]([O:8][CH2:9][C@@H:10]1[C@@H:17]2[C@@H:13]([O:14][CH:15]([OH:18])[CH2:16]2)[CH2:12][C@H:11]1[O:19][CH:20]1[CH2:25][CH2:24][CH2:23][CH2:22][O:21]1)([C:4]([CH3:7])([CH3:5])[CH3:6])([CH3:3])[CH3:2].